Task: Predict the product of the given reaction.. Dataset: Forward reaction prediction with 1.9M reactions from USPTO patents (1976-2016) Given the reactants [Br:1][C:2]1[CH:10]=[C:9]([O:11][CH2:12][C:13]2[CH:18]=[CH:17][CH:16]=[CH:15][CH:14]=2)[C:8]2[NH:7][C:6]3[CH2:19][CH:20]4[NH:24][CH:23]([C:5]=3[C:4]=2[C:3]=1[C:25]([O:27][C:28]([CH3:31])([CH3:30])[CH3:29])=[O:26])[CH2:22][CH2:21]4.[H-].[Na+].I[CH3:35], predict the reaction product. The product is: [Br:1][C:2]1[CH:10]=[C:9]([O:11][CH2:12][C:13]2[CH:14]=[CH:15][CH:16]=[CH:17][CH:18]=2)[C:8]2[N:7]([CH3:35])[C:6]3[CH2:19][CH:20]4[NH:24][CH:23]([C:5]=3[C:4]=2[C:3]=1[C:25]([O:27][C:28]([CH3:31])([CH3:30])[CH3:29])=[O:26])[CH2:22][CH2:21]4.